This data is from Retrosynthesis with 50K atom-mapped reactions and 10 reaction types from USPTO. The task is: Predict the reactants needed to synthesize the given product. (1) Given the product CCCCOc1ccc(N)c(N)c1, predict the reactants needed to synthesize it. The reactants are: CCCCOc1ccc(N)c([N+](=O)[O-])c1. (2) Given the product Fc1ccc2c(-c3ccc4nc(CCN5CC6(CNC6)C5)oc4c3)c[nH]c2c1, predict the reactants needed to synthesize it. The reactants are: CC(C)(C)OC(=O)N1CC2(CN(CCc3nc4ccc(-c5c[nH]c6cc(F)ccc56)cc4o3)C2)C1. (3) The reactants are: O=C(Cl)Oc1ccccc1.O=C(NC(Oc1ccccc1)C(Cl)(Cl)Cl)c1ccccc1O. Given the product O=C(Oc1ccccc1)Oc1ccccc1C(=O)NC(Oc1ccccc1)C(Cl)(Cl)Cl, predict the reactants needed to synthesize it. (4) Given the product NC[C@@H]1CNC[C@H]1C(F)(F)F, predict the reactants needed to synthesize it. The reactants are: CC(C)(C)OC(=O)NC[C@@H]1CNC[C@H]1C(F)(F)F. (5) Given the product O=C(O)CNC(=O)CCc1cc(Cl)c(Oc2ncccc2C(=O)N2CCN(C3CC3)c3ccccc32)cc1Cl, predict the reactants needed to synthesize it. The reactants are: NCC(=O)O.O=C(O)CCc1cc(Cl)c(Oc2ncccc2C(=O)N2CCN(C3CC3)c3ccccc32)cc1Cl.